From a dataset of Orexin1 receptor HTS with 218,158 compounds and 233 confirmed actives. Binary Classification. Given a drug SMILES string, predict its activity (active/inactive) in a high-throughput screening assay against a specified biological target. (1) The compound is O=C1N(C(c2c1cccc2)C(=O)c1c(O)ccc(OC)c1)c1ccc(cc1)C. The result is 0 (inactive). (2) The compound is O(c1c(nn(c2ccccc2)c(=O)c1)C(OCC)=O)CC(=O)Nc1c(ccc(c1)C)C. The result is 0 (inactive). (3) The compound is O=C(N\N=C\c1cc(OC)c(OC)cc1)CCn1c(c(nc1)c1ccccc1)c1ccccc1. The result is 0 (inactive). (4) The molecule is S(=O)(=O)(N1CCC(CC1)C(=O)N(CCN(C)C)c1sc2c(n1)cccc2)c1sccc1. The result is 0 (inactive). (5) The molecule is O(c1ccc(N2CCN(C3CCCN(C3)Cc3cc(ccc3)C(=O)C)CC2)cc1)C. The result is 0 (inactive). (6) The molecule is O(c1cc(NC(=O)C(=O)Nc2c3ncccc3ccc2)ccc1OC)C. The result is 1 (active). (7) The drug is S(=O)(=O)(c1[nH]c(nc1SC(=O)C)c1ccccc1)c1ccc(cc1)C. The result is 0 (inactive). (8) The drug is S(C1CCCCN(C1=O)C(=O)c1ccc(F)cc1)C(=S)N(CC)CC. The result is 0 (inactive). (9) The drug is Clc1c(N2CCN(CC2)C(=S)NC(=O)CC)ccc([N+]([O-])=O)c1. The result is 0 (inactive).